Dataset: Full USPTO retrosynthesis dataset with 1.9M reactions from patents (1976-2016). Task: Predict the reactants needed to synthesize the given product. Given the product [CH3:1][N:2]([C:4]([O:6][C:7]([CH3:10])([CH3:9])[CH3:8])=[O:5])[NH2:3], predict the reactants needed to synthesize it. The reactants are: [CH3:1][NH:2][NH2:3].[C:4](O[C:4]([O:6][C:7]([CH3:10])([CH3:9])[CH3:8])=[O:5])([O:6][C:7]([CH3:10])([CH3:9])[CH3:8])=[O:5].